From a dataset of CYP3A4 inhibition data for predicting drug metabolism from PubChem BioAssay. Regression/Classification. Given a drug SMILES string, predict its absorption, distribution, metabolism, or excretion properties. Task type varies by dataset: regression for continuous measurements (e.g., permeability, clearance, half-life) or binary classification for categorical outcomes (e.g., BBB penetration, CYP inhibition). Dataset: cyp3a4_veith. (1) The compound is c1ccc(Nc2nc(-c3cccnc3)nc3ccccc23)cc1. The result is 1 (inhibitor). (2) The compound is COc1cccc(-c2[nH]nc3c2C(c2ccsc2)C(C#N)=C(N)O3)c1. The result is 1 (inhibitor). (3) The compound is CCOC(=O)Oc1c(OC)cc(C(=O)O[C@H]2C[C@H]3CN4CCc5c([nH]c6cc(OC)ccc56)[C@@H]4C[C@H]3[C@@H](C(=O)OC)[C@@H]2OC)cc1OC. The result is 0 (non-inhibitor). (4) The molecule is CC1(C)O[C@@H]2[C@@H](CO[C@@H]2c2[nH]nc3c(=O)[nH]c(=O)[nH]c23)O1. The result is 0 (non-inhibitor).